This data is from Forward reaction prediction with 1.9M reactions from USPTO patents (1976-2016). The task is: Predict the product of the given reaction. Given the reactants COC1C=CC(C[N:8](CC2C=CC(OC)=CC=2)[C:9]2[N:14]=[CH:13][C:12]([C:15]3[C:16]4[CH2:29][CH2:28][NH:27][C:17]=4[N:18]=[C:19]([N:21]4[CH2:26][CH2:25][O:24][CH2:23][CH2:22]4)[N:20]=3)=[CH:11][N:10]=2)=CC=1.[NH2:41][C:42]1[CH:47]=[CH:46][C:45]([C:48]([N:50]2[CH2:55][CH2:54][N:53]([CH2:56][CH3:57])[CH2:52][CH2:51]2)=[O:49])=[CH:44][CH:43]=1.C(N1CCN(C2C=C(F)C(N)=C(F)C=2)CC1)C.[C:75](Cl)(Cl)=[S:76], predict the reaction product. The product is: [CH2:56]([N:53]1[CH2:52][CH2:51][N:50]([C:48]([C:45]2[CH:44]=[CH:43][C:42]([NH:41][C:75]([N:27]3[C:17]4[N:18]=[C:19]([N:21]5[CH2:26][CH2:25][O:24][CH2:23][CH2:22]5)[N:20]=[C:15]([C:12]5[CH:11]=[N:10][C:9]([NH2:8])=[N:14][CH:13]=5)[C:16]=4[CH2:29][CH2:28]3)=[S:76])=[CH:47][CH:46]=2)=[O:49])[CH2:55][CH2:54]1)[CH3:57].